Predict which catalyst facilitates the given reaction. From a dataset of Catalyst prediction with 721,799 reactions and 888 catalyst types from USPTO. (1) Reactant: [NH2:1][C:2]1[CH:10]=[CH:9][CH:8]=[C:7]2[C:3]=1[CH:4]=[CH:5][N:6]2[C:11]([C:19]1[CH:24]=[CH:23][C:22]([Cl:25])=[CH:21][CH:20]=1)([CH2:17][CH3:18])[CH:12]([OH:16])[CH2:13][O:14][CH3:15].CN1CCOCC1.[CH3:33][S:34](Cl)(=[O:36])=[O:35]. Product: [Cl:25][C:22]1[CH:23]=[CH:24][C:19]([C:11]([N:6]2[C:7]3[C:3](=[C:2]([NH:1][S:34]([CH3:33])(=[O:36])=[O:35])[CH:10]=[CH:9][CH:8]=3)[CH:4]=[CH:5]2)([CH2:17][CH3:18])[CH:12]([OH:16])[CH2:13][O:14][CH3:15])=[CH:20][CH:21]=1. The catalyst class is: 2. (2) Reactant: [OH-].[Na+].[F:3][C:4]1[CH:45]=[CH:44][C:7]([CH2:8][NH:9][C:10]([NH:12][C:13]2[CH:22]=[CH:21][C:20]([C:23]([C:25]3[N:29]4[CH:30]=[CH:31][CH:32]=[CH:33][C:28]4=[C:27]([C:34]4[CH:39]=[CH:38][CH:37]=[C:36]([C:40]([O:42]C)=[O:41])[CH:35]=4)[N:26]=3)=[O:24])=[CH:19][C:14]=2[C:15](OC)=[O:16])=[O:11])=[CH:6][CH:5]=1.Cl. Product: [F:3][C:4]1[CH:5]=[CH:6][C:7]([CH2:8][N:9]2[C:15](=[O:16])[C:14]3[C:13](=[CH:22][CH:21]=[C:20]([C:23]([C:25]4[N:29]5[CH:30]=[CH:31][CH:32]=[CH:33][C:28]5=[C:27]([C:34]5[CH:35]=[C:36]([CH:37]=[CH:38][CH:39]=5)[C:40]([OH:42])=[O:41])[N:26]=4)=[O:24])[CH:19]=3)[NH:12][C:10]2=[O:11])=[CH:44][CH:45]=1. The catalyst class is: 24. (3) Reactant: FC(F)(F)[C:3](O)=[O:4].C(OC(=O)[NH:14][CH:15]1[CH2:20][CH2:19][N:18]([C:21]2[CH:26]=[CH:25][N:24]=[C:23]3[NH:27][C:28](=[O:31])[C:29](=[O:30])[C:22]=23)[CH2:17][CH2:16]1)(C)(C)C. Product: [NH3:14].[CH3:3][OH:4].[NH2:14][CH:15]1[CH2:16][CH2:17][N:18]([C:21]2[CH:26]=[CH:25][N:24]=[C:23]3[NH:27][C:28](=[O:31])[C:29](=[O:30])[C:22]=23)[CH2:19][CH2:20]1. The catalyst class is: 4. (4) Reactant: [C:1]1([CH3:24])[CH:6]=[CH:5][C:4]([C:7]2[N:8]=[C:9]3[CH2:23][CH2:22][CH2:21][NH:20][C:10]3=[N:11][C:12]=2[C:13]2[CH:18]=[CH:17][C:16]([CH3:19])=[CH:15][CH:14]=2)=[CH:3][CH:2]=1.[H-].[H-].[H-].[H-].[Li+].[Al+3].[OH-].[Na+].[O-]S([O-])(=O)=O.[Mg+2]. Product: [C:1]1([CH3:24])[CH:6]=[CH:5][C:4]([C:7]2[N:8]=[C:9]3[CH:23]=[CH:22][CH2:21][NH:20][C:10]3=[N:11][C:12]=2[C:13]2[CH:18]=[CH:17][C:16]([CH3:19])=[CH:15][CH:14]=2)=[CH:3][CH:2]=1. The catalyst class is: 20. (5) The catalyst class is: 19. Reactant: [CH2:1]([O:3][C:4]1[C:9]2[C:10]([NH2:13])=[N:11][O:12][C:8]=2[CH:7]=[CH:6][CH:5]=1)[CH3:2]. Product: [CH2:1]([O:3][C:4]1[CH:5]=[CH:6][CH:7]=[C:8]([OH:12])[C:9]=1[C:10](=[NH:11])[NH2:13])[CH3:2]. (6) Reactant: C([O:4][C@H:5]1[C@H:17]([O:18]C(=O)C)[C@H:16]([CH2:22][O:23]C(=O)C)[O:15][C@@H:6]1[S:7][C:8]1[CH:13]=[CH:12][C:11]([CH3:14])=[CH:10][CH:9]=1)(=O)C.O(C)[Na]. Product: [S:7]([C:8]1[CH:13]=[CH:12][C:11]([CH3:14])=[CH:10][CH:9]=1)[C@H:6]1[O:15][C@@H:16]([CH2:22][OH:23])[C@@H:17]([OH:18])[C@@H:5]1[OH:4]. The catalyst class is: 52. (7) Reactant: [C:1]([C:4]1[CH:9]=[C:8]([CH3:10])[C:7](OS(C(F)(F)F)(=O)=O)=[C:6]([CH3:19])[CH:5]=1)(=[O:3])[NH2:2].C1C=CC(P(C2C=CC=CC=2)CCCP(C2C=CC=CC=2)C2C=CC=CC=2)=CC=1.C([SiH](CC)CC)C.CN([CH:59]=[O:60])C. Product: [CH:59]([C:7]1[C:8]([CH3:10])=[CH:9][C:4]([C:1]([NH2:2])=[O:3])=[CH:5][C:6]=1[CH3:19])=[O:60]. The catalyst class is: 318.